Dataset: Full USPTO retrosynthesis dataset with 1.9M reactions from patents (1976-2016). Task: Predict the reactants needed to synthesize the given product. (1) Given the product [C:5]([C:7]1[CH:8]=[C:9]([CH:39]=[C:40]([OH:42])[CH:41]=1)[C:10]([NH:12][C:13]1[C:14]([CH3:38])=[C:15]2[C:21]([C@@H:22]3[CH2:27][CH2:26][N:25]([C:28]([CH:30]4[CH2:34][CH2:33][CH2:32][CH2:31]4)=[O:29])[C:24]([CH3:36])([CH3:35])[CH2:23]3)=[CH:20][N:19]([CH3:37])[C:16]2=[N:17][CH:18]=1)=[O:11])#[N:6], predict the reactants needed to synthesize it. The reactants are: B(Br)(Br)Br.[C:5]([C:7]1[CH:8]=[C:9]([CH:39]=[C:40]([O:42]C)[CH:41]=1)[C:10]([NH:12][C:13]1[C:14]([CH3:38])=[C:15]2[C:21]([C@@H:22]3[CH2:27][CH2:26][N:25]([C:28]([CH:30]4[CH2:34][CH2:33][CH2:32][CH2:31]4)=[O:29])[C:24]([CH3:36])([CH3:35])[CH2:23]3)=[CH:20][N:19]([CH3:37])[C:16]2=[N:17][CH:18]=1)=[O:11])#[N:6].O. (2) Given the product [F:14][C:15]1[CH:16]=[C:17]([CH:18]=[CH:19][C:20]=1[O:21][C:22]1[CH:27]=[CH:26][N:25]=[C:24]([C:28]([F:31])([F:29])[F:30])[CH:23]=1)[CH2:32][O:33][C:2]1[CH:3]=[C:4]2[N:11]([CH3:12])[C@H:10]([CH3:13])[CH2:9][N:5]2[C:6](=[O:8])[N:7]=1, predict the reactants needed to synthesize it. The reactants are: Cl[C:2]1[CH:3]=[C:4]2[N:11]([CH3:12])[C@H:10]([CH3:13])[CH2:9][N:5]2[C:6](=[O:8])[N:7]=1.[F:14][C:15]1[CH:16]=[C:17]([CH2:32][OH:33])[CH:18]=[CH:19][C:20]=1[O:21][C:22]1[CH:27]=[CH:26][N:25]=[C:24]([C:28]([F:31])([F:30])[F:29])[CH:23]=1. (3) The reactants are: [OH:1][CH:2]([C:6]1[CH:11]=[CH:10][C:9]([C:12]2[N:16]=[C:15]([C:17]3[O:21][N:20]=[C:19]([C:22]4[CH:27]=[CH:26][CH:25]=[CH:24][CH:23]=4)[C:18]=3[C:28]([F:31])([F:30])[F:29])[O:14][N:13]=2)=[CH:8][CH:7]=1)[C:3](O)=[O:4].CN1CC[O:36]CC1.CN(C(ON1N=[N:54][C:49]2C=[CH:51][CH:52]=[N:53][C:48]1=2)=[N+](C)C)C.F[P-](F)(F)(F)(F)F. Given the product [CH2:52]([NH:53][C:48](=[O:36])[CH2:49][NH:54][C:3](=[O:4])[CH:2]([OH:1])[C:6]1[CH:7]=[CH:8][C:9]([C:12]2[N:16]=[C:15]([C:17]3[O:21][N:20]=[C:19]([C:22]4[CH:27]=[CH:26][CH:25]=[CH:24][CH:23]=4)[C:18]=3[C:28]([F:30])([F:31])[F:29])[O:14][N:13]=2)=[CH:10][CH:11]=1)[CH3:51], predict the reactants needed to synthesize it. (4) The reactants are: [NH2:1][CH2:2][C:3]1([NH:9][C:10](=[O:16])[O:11][C:12]([CH3:15])([CH3:14])[CH3:13])[CH2:8][CH2:7][O:6][CH2:5][CH2:4]1.C(=O)([O-])[O-].[Na+].[Na+].[C:23]([O:26][CH2:27][CH3:28])(=[O:25])C.[Cl-].[Na+]. Given the product [CH2:27]([O:26][C:23]([NH:1][CH2:2][C:3]1([NH:9][C:10](=[O:16])[O:11][C:12]([CH3:13])([CH3:15])[CH3:14])[CH2:4][CH2:5][O:6][CH2:7][CH2:8]1)=[O:25])[C:28]1[CH:7]=[CH:8][CH:3]=[CH:4][CH:5]=1, predict the reactants needed to synthesize it.